From a dataset of TCR-epitope binding with 47,182 pairs between 192 epitopes and 23,139 TCRs. Binary Classification. Given a T-cell receptor sequence (or CDR3 region) and an epitope sequence, predict whether binding occurs between them. (1) The epitope is NLVPMVATV. The TCR CDR3 sequence is CSVEGVEGYPRNEQFF. Result: 0 (the TCR does not bind to the epitope). (2) The epitope is ILGLPTQTV. The TCR CDR3 sequence is CSVATGGGYEQFF. Result: 1 (the TCR binds to the epitope). (3) The epitope is NLVPMVATV. The TCR CDR3 sequence is CSVESAGGYGYTF. Result: 1 (the TCR binds to the epitope). (4) The epitope is IPIQASLPF. The TCR CDR3 sequence is CASSETGVGQPQHF. Result: 0 (the TCR does not bind to the epitope). (5) The epitope is HLVDFQVTI. Result: 1 (the TCR binds to the epitope). The TCR CDR3 sequence is CATADLNTGELFF. (6) The epitope is YLDAYNMMI. The TCR CDR3 sequence is CAISSGTENYEQYF. Result: 1 (the TCR binds to the epitope).